From a dataset of Catalyst prediction with 721,799 reactions and 888 catalyst types from USPTO. Predict which catalyst facilitates the given reaction. (1) Reactant: C(O)(C(F)(F)F)=O.P(Cl)(Cl)(Cl)=O.C(O[CH:16](OCC)[C@@H:17]([C:25]([O:27][CH2:28][CH3:29])=[O:26])[N:18]=[CH:19][C:20]1[NH:21][CH:22]=[CH:23][CH:24]=1)C.C([O-])(O)=O.[Na+]. Product: [CH:19]1[C:20]2[N:21]([CH:22]=[CH:23][CH:24]=2)[CH:16]=[C:17]([C:25]([O:27][CH2:28][CH3:29])=[O:26])[N:18]=1. The catalyst class is: 26. (2) Reactant: [CH3:1][O:2][C:3]1[CH:8]=[CH:7][C:6]([N+:9]([O-])=O)=[CH:5][C:4]=1[N+:12]([O-])=O. Product: [CH3:1][O:2][C:3]1[CH:8]=[CH:7][C:6]([NH2:9])=[CH:5][C:4]=1[NH2:12]. The catalyst class is: 23. (3) Reactant: [Br:1][C:2]1[CH:3]=[C:4]([S:8](Cl)(=[O:10])=[O:9])[CH:5]=[CH:6][CH:7]=1.N1C=CC=CC=1.[NH2:18][C:19]1[CH:24]=[CH:23][CH:22]=[CH:21][C:20]=1[CH2:25][C:26]([O:28][C:29]([CH3:32])([CH3:31])[CH3:30])=[O:27].C(OCC)(=O)C. Product: [Br:1][C:2]1[CH:3]=[C:4]([S:8]([NH:18][C:19]2[CH:24]=[CH:23][CH:22]=[CH:21][C:20]=2[CH2:25][C:26]([O:28][C:29]([CH3:32])([CH3:31])[CH3:30])=[O:27])(=[O:10])=[O:9])[CH:5]=[CH:6][CH:7]=1. The catalyst class is: 6. (4) Reactant: [CH2:1]([O:8][C:9]1[CH:18]=[C:17]2[C:12]([CH:13]=[C:14]([CH:19]=[O:20])[CH:15]=[N:16]2)=[CH:11][CH:10]=1)[CH2:2][CH2:3][CH2:4][CH2:5][CH2:6][CH3:7].[CH3:21][Mg]I. Product: [CH2:1]([O:8][C:9]1[CH:18]=[C:17]2[C:12]([CH:13]=[C:14]([CH:19]([OH:20])[CH3:21])[CH:15]=[N:16]2)=[CH:11][CH:10]=1)[CH2:2][CH2:3][CH2:4][CH2:5][CH2:6][CH3:7]. The catalyst class is: 1.